Dataset: Full USPTO retrosynthesis dataset with 1.9M reactions from patents (1976-2016). Task: Predict the reactants needed to synthesize the given product. (1) Given the product [C:26]([O:25][C:23](=[O:24])[C:22]1[CH:21]=[CH:20][C:19]([CH2:18][N:4]2[C:3](=[O:10])[C:2]([CH3:1])=[C:7]([Cl:8])[NH:6][C:5]2=[O:9])=[CH:31][CH:30]=1)([CH3:29])([CH3:28])[CH3:27], predict the reactants needed to synthesize it. The reactants are: [CH3:1][C:2]1[C:3](=[O:10])[NH:4][C:5](=[O:9])[NH:6][C:7]=1[Cl:8].C(=O)([O-])[O-].[Cs+].[Cs+].Br[CH2:18][C:19]1[CH:31]=[CH:30][C:22]([C:23]([O:25][C:26]([CH3:29])([CH3:28])[CH3:27])=[O:24])=[CH:21][CH:20]=1.ClCCl.CO. (2) Given the product [C:1]([O:9][C:10]1([CH2:23][C:24]2[CH:29]=[CH:28][C:27]([O:32][CH3:33])=[C:26]([O:34][CH3:35])[CH:25]=2)[C:18]2[C:13](=[CH:14][CH:15]=[C:16]([CH3:19])[CH:17]=2)[N:12]([CH2:20][CH2:21][C:37]2[CH:42]=[CH:41][CH:40]=[CH:39][CH:38]=2)[C:11]1=[O:22])(=[O:8])[C:2]1[CH:3]=[CH:4][CH:5]=[CH:6][CH:7]=1, predict the reactants needed to synthesize it. The reactants are: [C:1]([O:9][C:10]1([CH2:23][C:24]2[CH:29]=[C:28](OC)[C:27]([O:32][CH3:33])=[C:26]([O:34][CH3:35])[CH:25]=2)[C:18]2[C:13](=[CH:14][CH:15]=[C:16]([CH3:19])[CH:17]=2)[N:12]([CH2:20][CH3:21])[C:11]1=[O:22])(=[O:8])[C:2]1[CH:7]=[CH:6][CH:5]=[CH:4][CH:3]=1.C(OC1[C:42]2[C:37](=[CH:38][CH:39]=[C:40](C)[CH:41]=2)N(CC[C:37]2[CH:42]=[CH:41][CH:40]=[CH:39][CH:38]=2)C1=O)(=O)[C:37]1[CH:42]=[CH:41][CH:40]=[CH:39][CH:38]=1.BrCC1C=CC(OC)=C(OC)C=1. (3) Given the product [CH3:1][O:2][C:3](=[O:26])[CH2:4][CH2:5][CH2:6][CH2:7][CH2:8][S:9]([C:10]1[CH:15]=[CH:14][C:13]([N:16]([CH2:18][C:19]2[CH:24]=[CH:23][C:22]([Cl:25])=[CH:21][CH:20]=2)[CH3:17])=[CH:12][CH:11]=1)=[O:28], predict the reactants needed to synthesize it. The reactants are: [CH3:1][O:2][C:3](=[O:26])[CH2:4][CH2:5][CH2:6][CH2:7][CH2:8][S:9][C:10]1[CH:15]=[CH:14][C:13]([N:16]([CH2:18][C:19]2[CH:24]=[CH:23][C:22]([Cl:25])=[CH:21][CH:20]=2)[CH3:17])=[CH:12][CH:11]=1.I([O-])(=O)(=O)=[O:28].[Na+]. (4) Given the product [Br:29][CH2:1][C:2]1[CH:10]=[CH:9][C:5]([C:6]([OH:8])=[O:7])=[CH:4][CH:3]=1, predict the reactants needed to synthesize it. The reactants are: [CH3:1][C:2]1[CH:10]=[CH:9][C:5]([C:6]([OH:8])=[O:7])=[CH:4][CH:3]=1.C(OOC(=O)C1C=CC=CC=1)(=O)C1C=CC=CC=1.[Br:29]N1C(=O)CCC1=O. (5) Given the product [F:1][C:2]1[CH:7]=[CH:6][C:5]([C:8]2[C:14]3[CH:15]=[CH:16][CH:17]=[CH:18][C:13]=3[N:12]=[C:11]([NH:27][CH3:26])[CH:10]([C:20]3[CH:25]=[CH:24][CH:23]=[CH:22][CH:21]=3)[N:9]=2)=[CH:4][CH:3]=1, predict the reactants needed to synthesize it. The reactants are: [F:1][C:2]1[CH:7]=[CH:6][C:5]([C:8]2[C:14]3[CH:15]=[CH:16][CH:17]=[CH:18][C:13]=3[NH:12][C:11](=O)[CH:10]([C:20]3[CH:25]=[CH:24][CH:23]=[CH:22][CH:21]=3)[N:9]=2)=[CH:4][CH:3]=1.[CH3:26][NH2:27]. (6) The reactants are: Cl[C:2]1[N:7]=[C:6]([Cl:8])[N:5]=[CH:4][N:3]=1.[NH2:9][C:10]1[CH:11]=[C:12]([CH2:16][S:17]([NH2:20])(=[O:19])=[O:18])[CH:13]=[CH:14][CH:15]=1.O.C([O-])(O)=O.[Na+]. Given the product [Cl:8][C:6]1[N:5]=[CH:4][N:3]=[C:2]([NH:9][C:10]2[CH:11]=[C:12]([CH2:16][S:17]([NH2:20])(=[O:18])=[O:19])[CH:13]=[CH:14][CH:15]=2)[N:7]=1, predict the reactants needed to synthesize it. (7) Given the product [OH:11][CH2:10][C:8]1[N:7]([CH2:12][CH2:13][CH:14]([CH3:16])[CH3:15])[C:6]2[CH:17]=[C:2]([C:18]#[N:19])[CH:3]=[CH:4][C:5]=2[N:9]=1, predict the reactants needed to synthesize it. The reactants are: Br[C:2]1[CH:3]=[CH:4][C:5]2[N:9]=[C:8]([CH2:10][OH:11])[N:7]([CH2:12][CH2:13][CH:14]([CH3:16])[CH3:15])[C:6]=2[CH:17]=1.[CH3:18][N:19](C=O)C. (8) Given the product [S:1]([CH2:11][CH2:12][O:13][C:14](=[O:18])[C:15]([CH3:17])=[CH2:16])([C:4]1[CH:5]=[CH:6][C:7]([CH3:8])=[CH:9][CH:10]=1)(=[O:3])=[O:2].[OH:19][CH2:20][CH2:21][CH2:22][O:23][C:24](=[O:27])[CH:25]=[CH2:26].[CH3:28][O:29][C:30](=[O:34])[C:31]([CH3:33])=[CH2:32], predict the reactants needed to synthesize it. The reactants are: [S:1]([CH2:11][CH2:12][O:13][C:14](=[O:18])[C:15]([CH3:17])=[CH2:16])([C:4]1[CH:10]=[CH:9][C:7]([CH3:8])=[CH:6][CH:5]=1)(=[O:3])=[O:2].[OH:19][CH2:20][CH2:21][CH2:22][O:23][C:24](=[O:27])[CH:25]=[CH2:26].[CH3:28][O:29][C:30](=[O:34])[C:31]([CH3:33])=[CH2:32].CC(N=NC(C#N)(C)C)(C#N)C. (9) The reactants are: O[CH2:2][C:3]1[C:8]([CH3:9])=[CH:7][CH:6]=[C:5]([CH3:10])[C:4]=1[N:11]1[C:15](=[O:16])[N:14]([CH3:17])[N:13]=[N:12]1.P(Br)(Br)[Br:19]. Given the product [Br:19][CH2:2][C:3]1[C:8]([CH3:9])=[CH:7][CH:6]=[C:5]([CH3:10])[C:4]=1[N:11]1[C:15](=[O:16])[N:14]([CH3:17])[N:13]=[N:12]1, predict the reactants needed to synthesize it.